Dataset: Forward reaction prediction with 1.9M reactions from USPTO patents (1976-2016). Task: Predict the product of the given reaction. The product is: [OH:5][C:6]1[CH:7]=[C:8]([C:12]2[O:13][C:14]([CH3:42])=[C:15]([CH2:17][O:18][C:19]3[CH:24]=[CH:23][C:22]([CH2:25][O:26][C:27]4[C:31]([CH:32]=[O:33])=[CH:30][N:29]([C:34]5[CH:35]=[CH:36][CH:37]=[CH:38][CH:39]=5)[N:28]=4)=[CH:21][C:20]=3[O:40][CH3:41])[N:16]=2)[CH:9]=[CH:10][CH:11]=1. Given the reactants CS([O:5][C:6]1[CH:11]=[CH:10][CH:9]=[C:8]([C:12]2[O:13][C:14]([CH2:42]C)=[C:15]([CH2:17][O:18][C:19]3[CH:24]=[CH:23][C:22]([CH2:25][O:26][C:27]4[C:31]([CH:32]=[O:33])=[CH:30][N:29]([C:34]5[CH:39]=[CH:38][CH:37]=[CH:36][CH:35]=5)[N:28]=4)=[CH:21][C:20]=3[O:40][CH3:41])[N:16]=2)[CH:7]=1)(=O)=O.O1CCCC1.[OH-].[Na+].Cl, predict the reaction product.